This data is from Full USPTO retrosynthesis dataset with 1.9M reactions from patents (1976-2016). The task is: Predict the reactants needed to synthesize the given product. (1) Given the product [CH2:3]([N:10]1[C@@H:15]2[C@@H:16]([OH:18])[CH2:17][C@@:11]1([C:35]1[CH:40]=[CH:39][CH:38]=[CH:37][CH:36]=1)[C@H:12]([O:19][CH2:20][C:21]1[CH:26]=[C:25]([C:27]([F:29])([F:30])[F:28])[CH:24]=[C:23]([C:31]([F:32])([F:33])[F:34])[CH:22]=1)[CH2:13][CH2:14]2)[C:4]1[CH:9]=[CH:8][CH:7]=[CH:6][CH:5]=1, predict the reactants needed to synthesize it. The reactants are: [BH4-].[Na+].[CH2:3]([N:10]1[C@@H:15]2[C:16](=[O:18])[CH2:17][C@@:11]1([C:35]1[CH:40]=[CH:39][CH:38]=[CH:37][CH:36]=1)[C@H:12]([O:19][CH2:20][C:21]1[CH:26]=[C:25]([C:27]([F:30])([F:29])[F:28])[CH:24]=[C:23]([C:31]([F:34])([F:33])[F:32])[CH:22]=1)[CH2:13][CH2:14]2)[C:4]1[CH:9]=[CH:8][CH:7]=[CH:6][CH:5]=1. (2) Given the product [N:26]1([CH2:25][CH2:24][C:18]2[C:17]3[C:21](=[CH:22][CH:23]=[C:15]([NH2:35])[CH:16]=3)[NH:20][CH:19]=2)[CH2:30][CH2:29][CH2:28][CH2:27]1, predict the reactants needed to synthesize it. The reactants are: C(P(C(C)(C)C)C(C)(C)C)(C)(C)C.Br[C:15]1[CH:16]=[C:17]2[C:21](=[CH:22][CH:23]=1)[NH:20][CH:19]=[C:18]2[CH2:24][CH2:25][N:26]1[CH2:30][CH2:29][CH2:28][CH2:27]1.C[Si]([N-:35][Si](C)(C)C)(C)C.[Li+]. (3) Given the product [C:1]([N:4]1[C:13]2[C:8](=[CH:9][CH:10]=[C:11]([F:14])[CH:12]=2)[C@@H:7]([OH:15])[CH2:6][C@@H:5]1[CH3:19])(=[O:3])[CH3:2], predict the reactants needed to synthesize it. The reactants are: [C:1]([N:4]1[C:13]2[C:8](=[CH:9][CH:10]=[C:11]([F:14])[CH:12]=2)[CH:7]([O:15]C(=O)C)[CH2:6][CH:5]1[CH3:19])(=[O:3])[CH3:2].[OH-].[Na+].O. (4) Given the product [N-:5]=[N+:6]=[N-:7].[Br:8][C:9]([CH3:14])([CH3:13])[C:10]([O-:4])=[O:11], predict the reactants needed to synthesize it. The reactants are: C([OH:4])CC.[N-:5]=[N+:6]=[N-:7].[Br:8][C:9]([CH3:14])([CH3:13])[C:10](Br)=[O:11].CN(CCN(CCN(C)C)C)C.CN(C=O)C. (5) Given the product [S:23]1[CH:27]=[CH:26][C:25]([C:2]2[CH:3]=[C:4]([C:12]3[N:13]=[C:14]([CH2:17][CH2:18][C:19]([O:21][CH3:22])=[O:20])[O:15][CH:16]=3)[CH:5]=[C:6]([C:8]([F:11])([F:10])[F:9])[CH:7]=2)=[CH:24]1, predict the reactants needed to synthesize it. The reactants are: Br[C:2]1[CH:3]=[C:4]([C:12]2[N:13]=[C:14]([CH2:17][CH2:18][C:19]([O:21][CH3:22])=[O:20])[O:15][CH:16]=2)[CH:5]=[C:6]([C:8]([F:11])([F:10])[F:9])[CH:7]=1.[S:23]1[CH:27]=[CH:26][C:25](B(O)O)=[CH:24]1.S1C=CC=C1C1C=C(C2N=C(CCC(OC)=O)OC=2)C=C(C(F)(F)F)C=1. (6) The reactants are: [Cl:1][C:2]1[CH:7]=[CH:6][C:5](B(O)O)=[CH:4][C:3]=1[C:11]([NH:13][CH2:14][C:15]12[CH2:24][CH:19]3[CH2:20][CH:21]([CH2:23][CH:17]([CH2:18]3)[CH2:16]1)[CH2:22]2)=[O:12].I[C:26]1[CH:27]=[C:28]([CH:32]=[CH:33][CH:34]=1)[C:29]([OH:31])=[O:30].C(=O)([O-])[O-].[K+].[K+]. Given the product [Cl:1][C:2]1[CH:7]=[CH:6][C:5]([C:26]2[CH:34]=[CH:33][CH:32]=[C:28]([C:29]([OH:31])=[O:30])[CH:27]=2)=[CH:4][C:3]=1[C:11]([NH:13][CH2:14][C:15]12[CH2:24][CH:19]3[CH2:20][CH:21]([CH2:23][CH:17]([CH2:18]3)[CH2:16]1)[CH2:22]2)=[O:12], predict the reactants needed to synthesize it.